Dataset: Forward reaction prediction with 1.9M reactions from USPTO patents (1976-2016). Task: Predict the product of the given reaction. (1) Given the reactants [N:1]12[CH2:8][CH2:7][C:4]([C:9]([C:17]3[CH:22]=[CH:21][CH:20]=[CH:19][CH:18]=3)([C:11]3[CH:16]=[CH:15][CH:14]=[CH:13][CH:12]=3)[OH:10])([CH2:5][CH2:6]1)[CH2:3][CH2:2]2.[Cl:23][C:24]1[CH:25]=[C:26]([O:30][CH2:31][CH2:32][CH2:33][Br:34])[CH:27]=[CH:28][CH:29]=1, predict the reaction product. The product is: [Br-:34].[Cl:23][C:24]1[CH:25]=[C:26]([O:30][CH2:31][CH2:32][CH2:33][N+:1]23[CH2:6][CH2:5][C:4]([C:9]([OH:10])([C:17]4[CH:22]=[CH:21][CH:20]=[CH:19][CH:18]=4)[C:11]4[CH:12]=[CH:13][CH:14]=[CH:15][CH:16]=4)([CH2:3][CH2:2]2)[CH2:7][CH2:8]3)[CH:27]=[CH:28][CH:29]=1. (2) Given the reactants N1CCCCC1.[C:7]([O:13]C)(=O)[CH2:8][C:9]([CH3:11])=O.[F:15][C:16]1[CH:23]=[C:22]([O:24][CH3:25])[CH:21]=[CH:20][C:17]=1[CH:18]=O.C(O)(=O)C.[H][H].O.[NH2:33][NH2:34], predict the reaction product. The product is: [F:15][C:16]1[CH:23]=[C:22]([O:24][CH3:25])[CH:21]=[CH:20][C:17]=1[CH2:18][C:8]1[C:7](=[O:13])[NH:33][NH:34][C:9]=1[CH3:11]. (3) The product is: [NH2:7][C:8]1[C:17]2[N:18]=[C:19]([CH2:29][O:30][CH2:31][CH3:32])[N:20]([CH2:21][C:22]([NH:25][C:26](=[O:28])[CH3:27])([CH3:24])[CH3:23])[C:16]=2[C:15]2[CH:14]=[CH:13][C:12]([O:33][CH2:34][CH2:35][CH2:36][CH2:37][CH2:38][CH2:39][NH:40][C:5]([NH:4][CH:1]([CH3:3])[CH3:2])=[S:6])=[CH:11][C:10]=2[N:9]=1. Given the reactants [CH:1]([N:4]=[C:5]=[S:6])([CH3:3])[CH3:2].[NH2:7][C:8]1[C:17]2[N:18]=[C:19]([CH2:29][O:30][CH2:31][CH3:32])[N:20]([CH2:21][C:22]([NH:25][C:26](=[O:28])[CH3:27])([CH3:24])[CH3:23])[C:16]=2[C:15]2[CH:14]=[CH:13][C:12]([O:33][CH2:34][CH2:35][CH2:36][CH2:37][CH2:38][CH2:39][NH2:40])=[CH:11][C:10]=2[N:9]=1, predict the reaction product. (4) Given the reactants [Br:1][C:2]1[CH:11]=[CH:10][C:5]([C:6]([O:8]C)=O)=[C:4]([CH2:12]Br)[CH:3]=1.[NH2:14][CH2:15][CH2:16][C:17]([CH3:20])([OH:19])[CH3:18].CCN(CC)CC, predict the reaction product. The product is: [Br:1][C:2]1[CH:3]=[C:4]2[C:5](=[CH:10][CH:11]=1)[C:6](=[O:8])[N:14]([CH2:15][CH2:16][C:17]([OH:19])([CH3:20])[CH3:18])[CH2:12]2.